From a dataset of Forward reaction prediction with 1.9M reactions from USPTO patents (1976-2016). Predict the product of the given reaction. (1) Given the reactants [C:1]([O:5][C:6]([N:8]1[CH2:13][CH2:12][CH:11]([NH:14][CH2:15][C:16]2[CH:21]=[CH:20][CH:19]=[CH:18][CH:17]=2)[CH:10]([OH:22])[CH2:9]1)=[O:7])([CH3:4])([CH3:3])[CH3:2].C(OC(N1CCC(O)C(NCC2C=CC=CC=2)C1)=O)(C)(C)C.C(N(CC)CC)C.[Cl:52][CH2:53][C:54](Cl)=[O:55], predict the reaction product. The product is: [CH2:15]([N:14]([C:54](=[O:55])[CH2:53][Cl:52])[CH:11]1[CH2:12][CH2:13][N:8]([C:6]([O:5][C:1]([CH3:4])([CH3:2])[CH3:3])=[O:7])[CH2:9][CH:10]1[OH:22])[C:16]1[CH:17]=[CH:18][CH:19]=[CH:20][CH:21]=1. (2) The product is: [F:15][C:16]1[CH:17]=[CH:18][C:19]([CH:22]([OH:39])[C:23]2[CH:28]=[N:27][C:26]([C:29]([N:13]([OH:14])[CH3:12])=[O:31])=[C:25]3[O:33][C:34]([CH3:38])([CH3:37])[O:35][CH2:36][C:24]=23)=[CH:20][CH:21]=1. Given the reactants C[Si]([N-][Si](C)(C)C)(C)C.[Li+].Cl.[CH3:12][NH:13][OH:14].[F:15][C:16]1[CH:21]=[CH:20][C:19]([CH:22]([OH:39])[C:23]2[CH:28]=[N:27][C:26]([C:29]([O:31]C)=O)=[C:25]3[O:33][C:34]([CH3:38])([CH3:37])[O:35][CH2:36][C:24]=23)=[CH:18][CH:17]=1.O, predict the reaction product. (3) Given the reactants [CH3:1][N:2]1[CH2:7][CH2:6][C:5](=O)[CH2:4][CH2:3]1.[CH3:9][O:10][C:11]1[CH:16]=[C:15]([O:17][CH3:18])[CH:14]=[C:13]([O:19][CH3:20])[CH:12]=1, predict the reaction product. The product is: [CH3:1][N:2]1[CH2:7][CH:6]=[C:5]([C:12]2[C:13]([O:19][CH3:20])=[CH:14][C:15]([O:17][CH3:18])=[CH:16][C:11]=2[O:10][CH3:9])[CH2:4][CH2:3]1. (4) Given the reactants [CH3:1][CH:2]([OH:5])[CH:3]=[CH2:4].[H-].[Na+].C([O:10]C(OCC)CBr)C.[Cl-].[NH4+].C[N:20]1CC[CH2:22][C:21]1=O, predict the reaction product. The product is: [CH3:1][CH:2]([O:5][CH2:22][CH:21]=[N:20][OH:10])[CH:3]=[CH2:4]. (5) Given the reactants C([Li])CCC.CCCCCC.[C:12]1([S:18][C:19]2[N:20]=[CH:21][N:22]3[CH:26]=[CH:25][S:24][C:23]=23)[CH:17]=[CH:16][CH:15]=[CH:14][CH:13]=1.[CH2:27]([Sn:31](Cl)([CH2:36][CH2:37][CH2:38][CH3:39])[CH2:32][CH2:33][CH2:34][CH3:35])[CH2:28][CH2:29][CH3:30].C[Si]([N-][Si](C)(C)C)(C)C.[Li+].C1COCC1.[Cl-].[NH4+], predict the reaction product. The product is: [C:12]1([S:18][C:19]2[N:20]=[CH:21][N:22]3[CH:26]=[C:25]([Sn:31]([CH2:32][CH2:33][CH2:34][CH3:35])([CH2:36][CH2:37][CH2:38][CH3:39])[CH2:27][CH2:28][CH2:29][CH3:30])[S:24][C:23]=23)[CH:13]=[CH:14][CH:15]=[CH:16][CH:17]=1.